Dataset: CYP1A2 inhibition data for predicting drug metabolism from PubChem BioAssay. Task: Regression/Classification. Given a drug SMILES string, predict its absorption, distribution, metabolism, or excretion properties. Task type varies by dataset: regression for continuous measurements (e.g., permeability, clearance, half-life) or binary classification for categorical outcomes (e.g., BBB penetration, CYP inhibition). Dataset: cyp1a2_veith. (1) The drug is C[N+](C)(C)COP(=O)([O-])OP(=O)([O-])OC[C@@H]1O[C@@H](n2ccc(N)nc2=O)[C@@H](O)[C@H]1O.[Na+]. The result is 0 (non-inhibitor). (2) The molecule is COCCn1c(=O)cnc2cnc(OC)nc21. The result is 1 (inhibitor).